From a dataset of CYP1A2 inhibition data for predicting drug metabolism from PubChem BioAssay. Regression/Classification. Given a drug SMILES string, predict its absorption, distribution, metabolism, or excretion properties. Task type varies by dataset: regression for continuous measurements (e.g., permeability, clearance, half-life) or binary classification for categorical outcomes (e.g., BBB penetration, CYP inhibition). Dataset: cyp1a2_veith. The compound is NNC(=O)[C@@H](O)[C@H](O)C(=O)NN. The result is 0 (non-inhibitor).